From a dataset of Peptide-MHC class I binding affinity with 185,985 pairs from IEDB/IMGT. Regression. Given a peptide amino acid sequence and an MHC pseudo amino acid sequence, predict their binding affinity value. This is MHC class I binding data. (1) The peptide sequence is APFARLLNL. The MHC is HLA-B46:01 with pseudo-sequence HLA-B46:01. The binding affinity (normalized) is 0.0847. (2) The peptide sequence is RVRQAWDTL. The MHC is HLA-B08:02 with pseudo-sequence HLA-B08:02. The binding affinity (normalized) is 0.0847.